Dataset: Forward reaction prediction with 1.9M reactions from USPTO patents (1976-2016). Task: Predict the product of the given reaction. The product is: [Cl:1][C:2]1[CH:7]=[CH:6][C:5]([N+:8]([O-:10])=[O:9])=[C:4]([CH:3]=1)[NH:12][C:13]1[CH:18]=[CH:17][CH:16]=[CH:15][CH:14]=1. Given the reactants [Cl:1][C:2]1[CH:7]=[CH:6][C:5]([N+:8]([O-:10])=[O:9])=[C:4](F)[CH:3]=1.[NH2:12][C:13]1[CH:18]=[CH:17][CH:16]=[CH:15][CH:14]=1.C(=O)([O-])[O-].[K+].[K+].O, predict the reaction product.